This data is from Reaction yield outcomes from USPTO patents with 853,638 reactions. The task is: Predict the reaction yield, written as a fraction of the theoretical maximum amount of product (1.0 means a 100% yield; for example, 0.34 means a 34% yield). (1) The reactants are [F:1][C:2]([F:37])([F:36])[C:3]1[CH:4]=[C:5]([C@H:13]([O:15][C@@H:16]2[C@@H:23]([C:24]3[CH:29]=[CH:28][C:27]([F:30])=[CH:26][CH:25]=3)[C@H:22]3[N:18]([C:19](=[O:35])[CH:20]([C:31]([O:33][CH3:34])=[O:32])[CH2:21]3)[CH2:17]2)[CH3:14])[CH:6]=[C:7]([C:9]([F:12])([F:11])[F:10])[CH:8]=1.[Li+].[CH3:39][Si]([N-][Si](C)(C)C)(C)C.IC. The catalyst is C1COCC1. The product is [F:37][C:2]([F:1])([F:36])[C:3]1[CH:4]=[C:5]([C@H:13]([O:15][C@@H:16]2[C@@H:23]([C:24]3[CH:29]=[CH:28][C:27]([F:30])=[CH:26][CH:25]=3)[C@H:22]3[N:18]([C:19](=[O:35])[C:20]([CH3:39])([C:31]([O:33][CH3:34])=[O:32])[CH2:21]3)[CH2:17]2)[CH3:14])[CH:6]=[C:7]([C:9]([F:12])([F:11])[F:10])[CH:8]=1. The yield is 0.880. (2) The reactants are C[O:2][C:3]1[C:12]2[N:11]=[C:10]([NH:13][C:14](=[O:21])[C:15]3[CH:20]=[CH:19][CH:18]=[N:17][CH:16]=3)[N:9]3[CH2:22][CH2:23][N:24]=[C:8]3[C:7]=2[CH:6]=[CH:5][CH:4]=1. The catalyst is CN1C(=O)CCC1. The product is [OH:2][C:3]1[C:12]2[N:11]=[C:10]([NH:13][C:14](=[O:21])[C:15]3[CH:20]=[CH:19][CH:18]=[N:17][CH:16]=3)[N:9]3[CH2:22][CH2:23][N:24]=[C:8]3[C:7]=2[CH:6]=[CH:5][CH:4]=1. The yield is 0.930. (3) The reactants are [C:1]1([C:7]2([C:17]3[CH:22]=[CH:21][CH:20]=[CH:19][CH:18]=3)[O:11][C:10]3[CH:12]=[CH:13][C:14]([NH2:16])=[CH:15][C:9]=3[O:8]2)[CH:6]=[CH:5][CH:4]=[CH:3][CH:2]=1.C(N(C(C)C)C(C)C)C.[C:32]1([S:38](Cl)(=[O:40])=[O:39])[CH:37]=[CH:36][CH:35]=[CH:34][CH:33]=1. The product is [C:17]1([C:7]2([C:1]3[CH:6]=[CH:5][CH:4]=[CH:3][CH:2]=3)[O:11][C:10]3[CH:12]=[CH:13][C:14]([NH:16][S:38]([C:32]4[CH:37]=[CH:36][CH:35]=[CH:34][CH:33]=4)(=[O:40])=[O:39])=[CH:15][C:9]=3[O:8]2)[CH:18]=[CH:19][CH:20]=[CH:21][CH:22]=1. The yield is 0.0600. The catalyst is ClCCl.